Dataset: Reaction yield outcomes from USPTO patents with 853,638 reactions. Task: Predict the reaction yield, written as a fraction of the theoretical maximum amount of product (1.0 means a 100% yield; for example, 0.34 means a 34% yield). (1) The product is [CH3:1][C:2]1([CH3:10])[C:7]([CH2:8][NH:15][C:14]2[CH:16]=[CH:17][CH:18]=[C:12]([F:11])[CH:13]=2)=[CH:6][CH2:5][CH2:4][CH2:3]1. The catalyst is CO. The yield is 0.620. The reactants are [CH3:1][C:2]1([CH3:10])[C:7]([CH:8]=O)=[CH:6][CH2:5][CH2:4][CH2:3]1.[F:11][C:12]1[CH:13]=[C:14]([CH:16]=[CH:17][CH:18]=1)[NH2:15].C(O)(=O)C.C([BH3-])#N.[Na+]. (2) The reactants are Br[C:2]1[CH:7]=[CH:6][C:5]([C:8]2[CH2:12][C:11]([C:17]3[CH:22]=[C:21]([Cl:23])[CH:20]=[C:19]([Cl:24])[CH:18]=3)([C:13]([F:16])([F:15])[F:14])[O:10][N:9]=2)=[CH:4][C:3]=1[CH3:25].C(O)C[CH2:28][CH2:29][OH:30].C(OC=C)=C.C1(NC2CCCCC2)CCCCC1.C(O)CCC. The catalyst is [Pd].C1(P(C2C=CC=CC=2)CCCP(C2C=CC=CC=2)C2C=CC=CC=2)C=CC=CC=1.C(O)(=O)C.C(OCC)(=O)C. The product is [Cl:24][C:19]1[CH:18]=[C:17]([C:11]2([C:13]([F:16])([F:15])[F:14])[O:10][N:9]=[C:8]([C:5]3[CH:6]=[CH:7][C:2]([C:29](=[O:30])[CH3:28])=[C:3]([CH3:25])[CH:4]=3)[CH2:12]2)[CH:22]=[C:21]([Cl:23])[CH:20]=1. The yield is 0.600. (3) The reactants are [O:1]=[C:2]1[CH2:7][N:6]([CH2:8][CH2:9][C:10]2[CH:15]=[CH:14][CH:13]=[CH:12][CH:11]=2)[CH2:5][CH2:4][N:3]1[C:16]1[CH:17]=[CH:18][C:19]2[C:20]3[CH2:38][N:37]([C:39]([O:41][C:42]([CH3:45])([CH3:44])[CH3:43])=[O:40])[CH2:36][CH2:35][C:21]=3[N:22](S(C3C=CC(C)=CC=3)(=O)=O)[C:23]=2[CH:24]=1.[OH-].[Na+]. The catalyst is CO.C(Cl)Cl. The product is [O:1]=[C:2]1[CH2:7][N:6]([CH2:8][CH2:9][C:10]2[CH:11]=[CH:12][CH:13]=[CH:14][CH:15]=2)[CH2:5][CH2:4][N:3]1[C:16]1[CH:17]=[CH:18][C:19]2[C:20]3[CH2:38][N:37]([C:39]([O:41][C:42]([CH3:45])([CH3:44])[CH3:43])=[O:40])[CH2:36][CH2:35][C:21]=3[NH:22][C:23]=2[CH:24]=1. The yield is 0.470. (4) The reactants are S1[CH2:6][CH2:5][C:4](=[O:7])[CH2:3][CH2:2]1.C(N(CC([O-])=O)CC(O)=O)CN(CC([O-])=O)CC(O)=O.[Na+].[Na+].C([O-])(O)=O.[Na+].O[O:36][S:37]([O-:39])=O.[K+]. The catalyst is C(#N)C.ClCCl. The product is [S:37]1(=[O:39])(=[O:36])[CH2:6][CH2:5][C:4](=[O:7])[CH2:3][CH2:2]1. The yield is 0.640. (5) The catalyst is CS(C)=O.Br[Zn]Br. The reactants are [F:1][C:2]1[CH:7]=[CH:6][C:5]([C:8]2[C:17]([N:18]3[CH2:22][CH2:21][CH2:20][C@@H:19]3[CH3:23])=[N:16][C:15]3[C:10](=[CH:11][CH:12]=[C:13]([C:24]#[N:25])[CH:14]=3)[N:9]=2)=[CH:4][CH:3]=1.O.[N:27]([Na])=[N+:28]=[N-:29]. The yield is 0.630. The product is [F:1][C:2]1[CH:7]=[CH:6][C:5]([C:8]2[C:17]([N:18]3[CH2:22][CH2:21][CH2:20][C@@H:19]3[CH3:23])=[N:16][C:15]3[C:10](=[CH:11][CH:12]=[C:13]([C:24]4[N:27]=[N:28][NH:29][N:25]=4)[CH:14]=3)[N:9]=2)=[CH:4][CH:3]=1. (6) The reactants are [CH2:1]([O:8][C:9]1[CH:14]=[CH:13][CH:12]=[CH:11][C:10]=1[C:15]1[NH:20][C:19](=[O:21])[C:18]([C:22]#[N:23])=[C:17]([S:24]([CH3:26])=[O:25])[CH:16]=1)[C:2]1[CH:7]=[CH:6][CH:5]=[CH:4][CH:3]=1.Br[CH2:28][C:29]([NH2:31])=[O:30].C([O-])([O-])=O.[K+].[K+].O. The catalyst is CN(C=O)C. The product is [CH2:1]([O:8][C:9]1[CH:14]=[CH:13][CH:12]=[CH:11][C:10]=1[C:15]1[N:20]=[C:19]([O:21][CH2:28][C:29]([NH2:31])=[O:30])[C:18]([C:22]#[N:23])=[C:17]([S:24]([CH3:26])=[O:25])[CH:16]=1)[C:2]1[CH:7]=[CH:6][CH:5]=[CH:4][CH:3]=1. The yield is 0.610.